From a dataset of Peptide-MHC class II binding affinity with 134,281 pairs from IEDB. Regression. Given a peptide amino acid sequence and an MHC pseudo amino acid sequence, predict their binding affinity value. This is MHC class II binding data. The peptide sequence is GCIHMARSLANEWRD. The MHC is HLA-DQA10102-DQB10502 with pseudo-sequence HLA-DQA10102-DQB10502. The binding affinity (normalized) is 0.398.